From a dataset of Catalyst prediction with 721,799 reactions and 888 catalyst types from USPTO. Predict which catalyst facilitates the given reaction. Reactant: [NH2:1][C:2]1[C:7]([O:8][C:9]2[CH:16]=[CH:15][C:12]([C:13]#[N:14])=[CH:11][CH:10]=2)=[CH:6][CH:5]=[CH:4][N:3]=1.[Cl:17]N1C(=O)CCC1=O.O. Product: [NH2:1][C:2]1[C:7]([O:8][C:9]2[CH:16]=[CH:15][C:12]([C:13]#[N:14])=[CH:11][CH:10]=2)=[CH:6][C:5]([Cl:17])=[CH:4][N:3]=1. The catalyst class is: 3.